From a dataset of Full USPTO retrosynthesis dataset with 1.9M reactions from patents (1976-2016). Predict the reactants needed to synthesize the given product. (1) Given the product [F:16][C:13]1[CH:14]=[C:15]2[C:10](=[CH:11][CH:12]=1)[NH:9][CH:8]=[C:7]2[C:5](=[O:6])[CH2:4][CH2:3][CH2:2][N:17]1[CH2:22][CH2:21][NH:20][CH2:19][CH2:18]1, predict the reactants needed to synthesize it. The reactants are: Cl[CH2:2][CH2:3][CH2:4][C:5]([C:7]1[C:15]2[C:10](=[CH:11][CH:12]=[C:13]([F:16])[CH:14]=2)[NH:9][CH:8]=1)=[O:6].[NH:17]1[CH2:22][CH2:21][NH:20][CH2:19][CH2:18]1. (2) Given the product [NH:48]=[C:47]1[NH:46][C:45](=[NH:49])[NH:44][C:43](=[NH:50])[C:42]2[N:38]([C@@H:15]3[O:16][C@H:17]([CH2:28][OH:29])[C@@H:18]([OH:19])[C@H:14]3[OH:13])[CH:39]=[N:40][C:41]1=2, predict the reactants needed to synthesize it. The reactants are: C[O-].[Na+].[Na].C([O:13][C@@H:14]1[C@H:18]([O:19]C(=O)C2C=CC=CC=2)[C@@H:17]([CH2:28][O:29]C(=O)C2C=CC=CC=2)[O:16][C@H:15]1[N:38]1[C:42]2[C:43](=[NH:50])[NH:44][C:45](=[NH:49])[NH:46][C:47](=[NH:48])[C:41]=2[N:40]=[CH:39]1)(=O)C1C=CC=CC=1.Cl.